From a dataset of Catalyst prediction with 721,799 reactions and 888 catalyst types from USPTO. Predict which catalyst facilitates the given reaction. Reactant: [C:1]([N:4]1[C:12]2[C:7](=[CH:8][CH:9]=[C:10]([N:13]3[C:17](=[O:18])[C:16]([CH3:20])([CH3:19])[NH:15][C:14]3=[O:21])[CH:11]=2)[C:6]([CH3:23])([CH3:22])[CH2:5]1)(=[O:3])[CH3:2].Br[CH2:25][C:26]1[CH:31]=[CH:30][N:29]=[C:28]([S:32][CH3:33])[N:27]=1. Product: [C:1]([N:4]1[C:12]2[C:7](=[CH:8][CH:9]=[C:10]([N:13]3[C:17](=[O:18])[C:16]([CH3:20])([CH3:19])[N:15]([CH2:25][C:26]4[CH:31]=[CH:30][N:29]=[C:28]([S:32][CH3:33])[N:27]=4)[C:14]3=[O:21])[CH:11]=2)[C:6]([CH3:23])([CH3:22])[CH2:5]1)(=[O:3])[CH3:2]. The catalyst class is: 9.